Dataset: Catalyst prediction with 721,799 reactions and 888 catalyst types from USPTO. Task: Predict which catalyst facilitates the given reaction. (1) Reactant: [NH3:1].CO.Br[CH2:5][C:6]1[C:7]([F:23])=[C:8]([O:13][C:14]2[CH:15]=[C:16]([CH:19]=[C:20]([Cl:22])[CH:21]=2)[C:17]#[N:18])[C:9]([F:12])=[CH:10][CH:11]=1. Product: [NH2:1][CH2:5][C:6]1[C:7]([F:23])=[C:8]([O:13][C:14]2[CH:15]=[C:16]([CH:19]=[C:20]([Cl:22])[CH:21]=2)[C:17]#[N:18])[C:9]([F:12])=[CH:10][CH:11]=1. The catalyst class is: 1. (2) Reactant: [CH2:1]([O:3][C:4](=[O:9])[C:5](Br)([CH3:7])[CH3:6])[CH3:2].[C:10]([O:14][C:15]([N:17]1[CH2:22][CH2:21][NH:20][CH2:19][CH2:18]1)=[O:16])([CH3:13])([CH3:12])[CH3:11].C(=O)([O-])[O-].[K+].[K+]. Product: [C:10]([O:14][C:15]([N:17]1[CH2:22][CH2:21][N:20]([C:5]([C:4]([O:3][CH2:1][CH3:2])=[O:9])([CH3:7])[CH3:6])[CH2:19][CH2:18]1)=[O:16])([CH3:13])([CH3:11])[CH3:12]. The catalyst class is: 10. (3) Reactant: [Br:1][C:2]1[CH:7]=[CH:6][C:5]([CH2:8][OH:9])=[CH:4][C:3]=1[F:10]. Product: [Br:1][C:2]1[CH:7]=[CH:6][C:5]([CH:8]=[O:9])=[CH:4][C:3]=1[F:10]. The catalyst class is: 428. (4) Reactant: [CH2:1]([Mg]Br)[CH2:2][CH2:3][CH2:4][CH3:5].[Br:8][C:9]1[CH:16]=[CH:15][C:12]([CH:13]=[O:14])=[CH:11][CH:10]=1. Product: [Br:8][C:9]1[CH:16]=[CH:15][C:12]([CH:13]([OH:14])[CH2:1][CH2:2][CH2:3][CH2:4][CH3:5])=[CH:11][CH:10]=1. The catalyst class is: 1. (5) Reactant: [SH:1][C:2]1[N:7]=[CH:6][C:5]([CH2:8][CH2:9][C:10]([C:12]2[C:13]([NH:19][C:20]3[CH:25]=[CH:24][CH:23]=[CH:22][CH:21]=3)=[N:14][C:15]([CH3:18])=[CH:16][CH:17]=2)=[O:11])=[CH:4][CH:3]=1.CI.[C:28]([O-])([O-])=O.[K+].[K+]. Product: [CH3:18][C:15]1[N:14]=[C:13]([NH:19][C:20]2[CH:21]=[CH:22][CH:23]=[CH:24][CH:25]=2)[C:12]([C:10](=[O:11])[CH2:9][CH2:8][C:5]2[CH:6]=[N:7][C:2]([S:1][CH3:28])=[CH:3][CH:4]=2)=[CH:17][CH:16]=1. The catalyst class is: 173. (6) Reactant: [NH2:1][C:2]1[C:3]([OH:17])=[C:4]([S:9]([N:12]([O:15][CH3:16])[CH2:13][CH3:14])(=[O:11])=[O:10])[C:5](Cl)=[CH:6][CH:7]=1.[H][H]. Product: [NH2:1][C:2]1[C:3]([OH:17])=[C:4]([S:9]([N:12]([CH2:13][CH3:14])[O:15][CH3:16])(=[O:10])=[O:11])[CH:5]=[CH:6][CH:7]=1. The catalyst class is: 50.